From a dataset of Full USPTO retrosynthesis dataset with 1.9M reactions from patents (1976-2016). Predict the reactants needed to synthesize the given product. (1) Given the product [F:1][C:2]1[N:7]=[C:6]([CH:8]([OH:29])[CH:9]([CH2:15][C:16]2[CH:21]=[CH:20][CH:19]=[C:18]([O:22][C:23]([F:27])([F:28])[CH:24]([F:25])[F:26])[CH:17]=2)[C:10]([OH:12])=[O:11])[CH:5]=[CH:4][CH:3]=1, predict the reactants needed to synthesize it. The reactants are: [F:1][C:2]1[N:7]=[C:6]([CH:8]([OH:29])[CH:9]([CH2:15][C:16]2[CH:21]=[CH:20][CH:19]=[C:18]([O:22][C:23]([F:28])([F:27])[CH:24]([F:26])[F:25])[CH:17]=2)[C:10]([O:12]CC)=[O:11])[CH:5]=[CH:4][CH:3]=1.[OH-].[Na+].Cl. (2) The reactants are: [NH2:1][C:2]1[CH:12]=[CH:11][C:5]([C:6]([O:8][CH2:9][CH3:10])=[O:7])=[CH:4][CH:3]=1.N1C=CC=CC=1.[Cl:19][CH2:20][CH2:21][CH2:22][N:23]=[C:24]=[O:25].O. Given the product [Cl:19][CH2:20][CH2:21][CH2:22][NH:23][C:24](=[O:25])[NH:1][C:2]1[CH:3]=[CH:4][C:5]([C:6]([O:8][CH2:9][CH3:10])=[O:7])=[CH:11][CH:12]=1, predict the reactants needed to synthesize it. (3) Given the product [NH:1]1[C:5]2[CH:6]=[CH:7][CH:8]=[CH:9][C:4]=2[N:3]=[C:2]1[CH2:10][CH2:11][CH2:12][N:13]([CH3:34])[CH2:14][CH2:15][C@@:16]1([OH:32])[CH2:25][C:24]([F:27])([F:26])[C:23]2[C:18](=[CH:19][CH:20]=[C:21]([F:28])[CH:22]=2)[C@@H:17]1[CH:29]([CH3:31])[CH3:30], predict the reactants needed to synthesize it. The reactants are: [NH:1]1[C:5]2[CH:6]=[CH:7][CH:8]=[CH:9][C:4]=2[N:3]=[C:2]1[CH2:10][CH2:11][CH2:12][N:13]([CH3:34])[C:14](=O)[CH2:15][C@@:16]1([OH:32])[CH2:25][C:24]([F:27])([F:26])[C:23]2[C:18](=[CH:19][CH:20]=[C:21]([F:28])[CH:22]=2)[C@@H:17]1[CH:29]([CH3:31])[CH3:30].N1C2C=CC=CC=2N=C1CCCN(C)CCC1(O)C([2H])([2H])C([2H])([2H])C2C(=CC=C(F)C=2)C1C(C)C. (4) Given the product [N:16]1([C@@H:21]2[CH2:25][CH2:24][N:23]([C:26]3[CH:31]=[CH:30][C:29]([NH:32][C:10](=[O:12])[C:9]4[CH:13]=[CH:14][C:6]([O:5][CH2:1][CH2:2][CH2:3][CH3:4])=[CH:7][C:8]=4[CH3:15])=[CH:28][C:27]=3[F:33])[CH2:22]2)[CH2:20][CH2:19][CH2:18][CH2:17]1, predict the reactants needed to synthesize it. The reactants are: [CH2:1]([O:5][C:6]1[CH:14]=[CH:13][C:9]([C:10]([OH:12])=O)=[C:8]([CH3:15])[CH:7]=1)[CH2:2][CH2:3][CH3:4].[N:16]1([C@@H:21]2[CH2:25][CH2:24][N:23]([C:26]3[CH:31]=[CH:30][C:29]([NH2:32])=[CH:28][C:27]=3[F:33])[CH2:22]2)[CH2:20][CH2:19][CH2:18][CH2:17]1. (5) Given the product [C:1]([N:4]1[CH2:9][CH2:8][CH:7]([C:10]2[C:15]3[CH:16]=[CH:17][O:18][C:14]=3[CH:13]=[CH:12][N:11]=2)[CH2:6][CH2:5]1)(=[O:3])[CH3:2], predict the reactants needed to synthesize it. The reactants are: [C:1]([N:4]1[CH2:9][CH:8]=[C:7]([C:10]2[C:15]3[CH:16]=[CH:17][O:18][C:14]=3[CH:13]=[CH:12][N:11]=2)[CH2:6][CH2:5]1)(=[O:3])[CH3:2].C([O-])=O.[NH4+].